From a dataset of Full USPTO retrosynthesis dataset with 1.9M reactions from patents (1976-2016). Predict the reactants needed to synthesize the given product. (1) Given the product [CH3:1][N:2]([CH3:3])[C:7](=[O:14])[C:8]([O:10][CH2:11][CH3:12])=[O:9], predict the reactants needed to synthesize it. The reactants are: [CH3:1][NH:2][CH3:3].C[O-].[Na+].[C:7]([O:14]CC)(=O)[C:8]([O:10][CH2:11][CH3:12])=[O:9].P(=O)(O)(O)O. (2) Given the product [Cl:23][C:24]1[N:29]=[C:28]([CH2:30][C:15]([C:14]2[CH:19]=[CH:20][C:21]([F:22])=[C:12]([NH:11][C:9](=[O:10])[C:3]3[C:4]([F:8])=[CH:5][CH:6]=[CH:7][C:2]=3[F:1])[CH:13]=2)=[O:17])[CH:27]=[CH:26][N:25]=1, predict the reactants needed to synthesize it. The reactants are: [F:1][C:2]1[CH:7]=[CH:6][CH:5]=[C:4]([F:8])[C:3]=1[C:9]([NH:11][C:12]1[CH:13]=[C:14]([CH:19]=[CH:20][C:21]=1[F:22])[C:15]([O:17]C)=O)=[O:10].[Cl:23][C:24]1[N:29]=[C:28]([CH3:30])[CH:27]=[CH:26][N:25]=1.[Li+].C[Si]([N-][Si](C)(C)C)(C)C.